The task is: Predict the product of the given reaction.. This data is from Forward reaction prediction with 1.9M reactions from USPTO patents (1976-2016). Given the reactants C([O:3][C:4](=O)[CH:5]=[CH:6][C:7]1[C:12]([Br:13])=[CH:11][N:10]=[CH:9][C:8]=1[Br:14])C.[BH4-].[Na+].C(O)(=O)C, predict the reaction product. The product is: [Br:13][C:12]1[CH:11]=[N:10][CH:9]=[C:8]([Br:14])[C:7]=1[CH2:6][CH2:5][CH2:4][OH:3].